From a dataset of Catalyst prediction with 721,799 reactions and 888 catalyst types from USPTO. Predict which catalyst facilitates the given reaction. Reactant: [CH2:1]([CH:3]1[N:12]2[C:7](=[CH:8][C:9](=[O:18])[C:10]([C:13]([O:15][CH2:16][CH3:17])=[O:14])=[CH:11]2)[C:6]2[CH:19]=[C:20]([O:24][CH3:25])[C:21]([OH:23])=[CH:22][C:5]=2[CH2:4]1)[CH3:2].Br[CH2:27][CH2:28][O:29][CH3:30].C([O-])([O-])=O.[K+].[K+]. Product: [CH2:1]([CH:3]1[N:12]2[C:7](=[CH:8][C:9](=[O:18])[C:10]([C:13]([O:15][CH2:16][CH3:17])=[O:14])=[CH:11]2)[C:6]2[CH:19]=[C:20]([O:24][CH3:25])[C:21]([O:23][CH2:27][CH2:28][O:29][CH3:30])=[CH:22][C:5]=2[CH2:4]1)[CH3:2]. The catalyst class is: 3.